This data is from Drug-target binding data from BindingDB patent sources. The task is: Regression. Given a target protein amino acid sequence and a drug SMILES string, predict the binding affinity score between them. We predict pAffinity (pAffinity = -log10(affinity in M)). Dataset: bindingdb_patent. The pAffinity is 6.0. The drug is CC(C)(C)NC(=O)N1CCc2c(C1)c(ccc2-c1cccc(c1)C(F)(F)F)C(=O)NCCc1ccccc1C(F)(F)F. The target protein (Q96PD7) has sequence MKTLIAAYSGVLRGERQAEADRSQRSHGGPALSREGSGRWGTGSSILSALQDLFSVTWLNRSKVEKQLQVISVLQWVLSFLVLGVACSAILMYIFCTDCWLIAVLYFTWLVFDWNTPKKGGRRSQWVRNWAVWRYFRDYFPIQLVKTHNLLTTRNYIFGYHPHGIMGLGAFCNFSTEATEVSKKFPGIRPYLATLAGNFRMPVLREYLMSGGICPVSRDTIDYLLSKNGSGNAIIIVVGGAAESLSSMPGKNAVTLRNRKGFVKLALRHGADLVPIYSFGENEVYKQVIFEEGSWGRWVQKKFQKYIGFAPCIFHGRGLFSSDTWGLVPYSKPITTVVGEPITIPKLEHPTQQDIDLYHTMYMEALVKLFDKHKTKFGLPETEVLEVN.